Dataset: Catalyst prediction with 721,799 reactions and 888 catalyst types from USPTO. Task: Predict which catalyst facilitates the given reaction. (1) Reactant: [C:1]([O:9][C@@H:10]1[CH2:18][C@@H:13]2[O:14][C:15](=[O:17])[CH2:16][C@@H:12]2[C@H:11]1[CH:19]=O)(=[O:8])[C:2]1[CH:7]=[CH:6][CH:5]=[CH:4][CH:3]=1.[Cl-].[Li+].[O:23]=[C:24]([CH:32]([O:37][CH:38]1[CH2:43][CH2:42][CH2:41][CH2:40][O:39]1)[CH2:33][CH2:34][CH2:35][CH3:36])[CH2:25]P(=O)(OC)OC.C(N(CC)CC)C.C(O)(=O)CC(CC(O)=O)(C(O)=O)O. Product: [C:1]([O:9][C@@H:10]1[CH2:18][C@@H:13]2[O:14][C:15](=[O:17])[CH2:16][C@@H:12]2[C@H:11]1/[CH:19]=[CH:25]/[C:24](=[O:23])[CH:32]([O:37][CH:38]1[CH2:43][CH2:42][CH2:41][CH2:40][O:39]1)[CH2:33][CH2:34][CH2:35][CH3:36])(=[O:8])[C:2]1[CH:3]=[CH:4][CH:5]=[CH:6][CH:7]=1. The catalyst class is: 168. (2) The catalyst class is: 7. Reactant: [CH2:1]([O:8][C:9]1[CH:14]=[CH:13][C:12]([N:15]([CH3:28])[C:16]([C:18]2[CH:19]=[C:20](Br)[N:21]3[C:26]=2[CH2:25][CH2:24][CH2:23][CH2:22]3)=[O:17])=[CH:11][CH:10]=1)[C:2]1[CH:7]=[CH:6][CH:5]=[CH:4][CH:3]=1.C([Li])CCC.C([B:37]1[O:41][C:40]([CH3:43])([CH3:42])[C:39]([CH3:45])([CH3:44])[O:38]1)(C)C. Product: [CH2:1]([O:8][C:9]1[CH:14]=[CH:13][C:12]([N:15]([CH3:28])[C:16]([C:18]2[CH:19]=[C:20]([B:37]3[O:41][C:40]([CH3:43])([CH3:42])[C:39]([CH3:45])([CH3:44])[O:38]3)[N:21]3[C:26]=2[CH2:25][CH2:24][CH2:23][CH2:22]3)=[O:17])=[CH:11][CH:10]=1)[C:2]1[CH:7]=[CH:6][CH:5]=[CH:4][CH:3]=1. (3) Reactant: [NH2:1][C:2]1[CH:3]=[C:4]([OH:8])[CH:5]=[CH:6][CH:7]=1.Cl[C:10]1[CH:15]=[C:14]([O:16][C:17]2[CH:18]=[C:19]([CH3:30])[C:20]([CH3:29])=[N:21][C:22]=2[C:23]2[CH:28]=[CH:27][CH:26]=[CH:25][N:24]=2)[CH:13]=[CH:12][N:11]=1.C([O-])([O-])=O.[Cs+].[Cs+].CC1(C)C2C(=C(P(C3C=CC=CC=3)C3C=CC=CC=3)C=CC=2)OC2C(P(C3C=CC=CC=3)C3C=CC=CC=3)=CC=CC1=2. Product: [CH3:30][C:19]1[CH:18]=[C:17]([O:16][C:14]2[CH:13]=[CH:12][N:11]=[C:10]([NH:1][C:2]3[CH:3]=[C:4]([OH:8])[CH:5]=[CH:6][CH:7]=3)[CH:15]=2)[C:22]([C:23]2[CH:28]=[CH:27][CH:26]=[CH:25][N:24]=2)=[N:21][C:20]=1[CH3:29]. The catalyst class is: 62.